This data is from Catalyst prediction with 721,799 reactions and 888 catalyst types from USPTO. The task is: Predict which catalyst facilitates the given reaction. Reactant: [CH:1]12[CH2:10][CH:5]3[CH2:6][CH:7]([CH2:9][CH:3]([CH2:4]3)[CH:2]1[O:11][CH2:12][C:13]1[C:25](Cl)=[CH:24][C:16]([C:17]([NH:19][S:20]([CH3:23])(=[O:22])=[O:21])=[O:18])=[C:15]([F:27])[CH:14]=1)[CH2:8]2.[CH:28]1(B(O)O)[CH2:30][CH2:29]1.P([O-])([O-])([O-])=O.[K+].[K+].[K+].F[B-](F)(F)F.C1(P(C2CCCCC2)C2CCCCC2)CCCCC1.Cl. Product: [CH:1]12[CH2:10][CH:5]3[CH2:6][CH:7]([CH2:9][CH:3]([CH2:4]3)[CH:2]1[O:11][CH2:12][C:13]1[C:25]([CH:28]3[CH2:30][CH2:29]3)=[CH:24][C:16]([C:17]([NH:19][S:20]([CH3:23])(=[O:22])=[O:21])=[O:18])=[C:15]([F:27])[CH:14]=1)[CH2:8]2. The catalyst class is: 498.